This data is from Catalyst prediction with 721,799 reactions and 888 catalyst types from USPTO. The task is: Predict which catalyst facilitates the given reaction. (1) Reactant: [OH-].[Li+].[F:3][C:4]1[CH:40]=[C:39]([F:41])[CH:38]=[CH:37][C:5]=1[CH2:6][N:7]([CH2:30][CH2:31][CH2:32][CH2:33][CH2:34][CH2:35][CH3:36])[C:8](=[O:29])[CH2:9][CH2:10][C:11]1[CH:28]=[CH:27][C:14]([O:15][CH2:16][C:17]2[CH:26]=[CH:25][CH:24]=[CH:23][C:18]=2[C:19]([O:21]C)=[O:20])=[CH:13][CH:12]=1. Product: [F:3][C:4]1[CH:40]=[C:39]([F:41])[CH:38]=[CH:37][C:5]=1[CH2:6][N:7]([CH2:30][CH2:31][CH2:32][CH2:33][CH2:34][CH2:35][CH3:36])[C:8](=[O:29])[CH2:9][CH2:10][C:11]1[CH:28]=[CH:27][C:14]([O:15][CH2:16][C:17]2[CH:26]=[CH:25][CH:24]=[CH:23][C:18]=2[C:19]([OH:21])=[O:20])=[CH:13][CH:12]=1. The catalyst class is: 90. (2) Reactant: C(Cl)CCl.Cl.[N:6]1[C:11]2[NH:12][CH2:13][CH2:14][O:15][CH2:16][C:10]=2[CH:9]=[C:8]([CH:17]=[CH:18][C:19]([OH:21])=O)[CH:7]=1.C1C=CC2N(O)N=NC=2C=1.[CH3:32][NH:33][CH2:34][C:35]1[O:36][C:37]2[CH:44]=[CH:43][CH:42]=[CH:41][C:38]=2[C:39]=1[CH3:40].C(N(C(C)C)C(C)C)C. Product: [CH3:32][N:33]([CH2:34][C:35]1[O:36][C:37]2[CH:44]=[CH:43][CH:42]=[CH:41][C:38]=2[C:39]=1[CH3:40])[C:19](=[O:21])[CH:18]=[CH:17][C:8]1[CH:7]=[N:6][C:11]2[NH:12][CH2:13][CH2:14][O:15][CH2:16][C:10]=2[CH:9]=1. The catalyst class is: 18. (3) Reactant: [C:1]([S:5][C:6]1[CH:11]=[CH:10][C:9](Br)=[CH:8][CH:7]=1)([CH3:4])([CH3:3])[CH3:2].C([Li])CCC.C(O[B:22]1[O:26][C:25]([CH3:28])([CH3:27])[C:24]([CH3:30])([CH3:29])[O:23]1)(C)C. Product: [C:1]([S:5][C:6]1[CH:11]=[CH:10][C:9]([B:22]2[O:26][C:25]([CH3:28])([CH3:27])[C:24]([CH3:30])([CH3:29])[O:23]2)=[CH:8][CH:7]=1)([CH3:4])([CH3:3])[CH3:2]. The catalyst class is: 1. (4) Reactant: Cl.[Br:2][C:3]1[CH:10]=[CH:9][CH:8]=[CH:7][C:4]=1[CH2:5][NH2:6].[C:11](O[C:11]([O:13][C:14]([CH3:17])([CH3:16])[CH3:15])=[O:12])([O:13][C:14]([CH3:17])([CH3:16])[CH3:15])=[O:12].C(N(CC)CC)C.C(=O)([O-])[O-].[Na+].[Na+]. Product: [C:14]([O:13][C:11](=[O:12])[NH:6][CH2:5][C:4]1[CH:7]=[CH:8][CH:9]=[CH:10][C:3]=1[Br:2])([CH3:17])([CH3:16])[CH3:15]. The catalyst class is: 9. (5) Reactant: [CH3:1][C:2]1[NH:3][CH:4]=[CH:5][N:6]=1.C([O-])([O-])=O.[K+].[K+].Br[CH2:14][C:15]([C:17]1[CH:22]=[CH:21][CH:20]=[CH:19][CH:18]=1)=[O:16]. Product: [CH3:1][C:2]1[N:3]([CH2:14][C:15]([C:17]2[CH:22]=[CH:21][CH:20]=[CH:19][CH:18]=2)=[O:16])[CH:4]=[CH:5][N:6]=1. The catalyst class is: 21. (6) Product: [Br:1][C:2]1[CH:11]=[CH:10][C:9]2[C:4](=[CH:5][CH:6]=[C:7]([O:12][CH2:21][CH2:20][F:19])[CH:8]=2)[CH:3]=1. The catalyst class is: 3. Reactant: [Br:1][C:2]1[CH:11]=[CH:10][C:9]2[C:4](=[CH:5][CH:6]=[C:7]([OH:12])[CH:8]=2)[CH:3]=1.C([O-])([O-])=O.[K+].[K+].[F:19][CH2:20][CH2:21]OS(C1C=CC(C)=CC=1)(=O)=O.O. (7) Reactant: Cl[C:2]1[CH:7]=[C:6]([Cl:8])[N:5]=[C:4]([NH2:9])[N:3]=1.[CH3:10][CH:11]1[CH2:15][CH2:14][CH2:13][NH:12]1.C(N(CC)CC)C.O. Product: [Cl:8][C:6]1[CH:7]=[C:2]([N:12]2[CH2:13][CH2:14][CH2:15][CH:11]2[CH3:10])[N:3]=[C:4]([NH2:9])[N:5]=1. The catalyst class is: 37. (8) Reactant: [OH-].[Li+].C([O:5][C:6]([C@@H:8]1[CH2:13][CH2:12][CH2:11][N:10]([S:14]([C:17]2[CH:22]=[CH:21][CH:20]=[CH:19][C:18]=2[Cl:23])(=[O:16])=[O:15])[CH2:9]1)=[O:7])C. Product: [Cl:23][C:18]1[CH:19]=[CH:20][CH:21]=[CH:22][C:17]=1[S:14]([N:10]1[CH2:11][CH2:12][CH2:13][C@@H:8]([C:6]([OH:7])=[O:5])[CH2:9]1)(=[O:15])=[O:16]. The catalyst class is: 7. (9) Product: [C:16]([O:15][C:13]([NH:10][C:9]1[C:5]([C:3]([OH:2])=[O:4])=[N:6][NH:7][CH:8]=1)=[O:14])([CH3:19])([CH3:18])[CH3:17]. The catalyst class is: 12. Reactant: C[O:2][C:3]([C:5]1[C:9]([NH2:10])=[CH:8][NH:7][N:6]=1)=[O:4].[OH-].[Na+].[C:13](O[C:13]([O:15][C:16]([CH3:19])([CH3:18])[CH3:17])=[O:14])([O:15][C:16]([CH3:19])([CH3:18])[CH3:17])=[O:14].